From a dataset of Reaction yield outcomes from USPTO patents with 853,638 reactions. Predict the reaction yield, written as a fraction of the theoretical maximum amount of product (1.0 means a 100% yield; for example, 0.34 means a 34% yield). (1) The reactants are [OH-].[NH4+:2].[C:3]([C:5]1[N:10]=[CH:9][C:8]([S:11](Cl)(=[O:13])=[O:12])=[CH:7][CH:6]=1)#[N:4]. No catalyst specified. The product is [C:3]([C:5]1[N:10]=[CH:9][C:8]([S:11]([NH2:2])(=[O:13])=[O:12])=[CH:7][CH:6]=1)#[N:4]. The yield is 0.800. (2) The reactants are Cl[C:2]1[O:3][C:4]([CH2:14][CH2:15][CH2:16][O:17][C:18]2[CH:23]=[CH:22][CH:21]=[CH:20][C:19]=2[CH3:24])=[C:5]([C:7]2[CH:12]=[CH:11][C:10]([Cl:13])=[CH:9][CH:8]=2)[N:6]=1.[CH3:25][C:26]1[CH:30]=[C:29]([CH3:31])[NH:28][N:27]=1.C(=O)([O-])[O-].[K+].[K+].CN(C)C=O. The yield is 0.160. The product is [Cl:13][C:10]1[CH:11]=[CH:12][C:7]([C:5]2[N:6]=[C:2]([N:27]3[C:26]([CH3:25])=[CH:30][C:29]([CH3:31])=[N:28]3)[O:3][C:4]=2[CH2:14][CH2:15][CH2:16][O:17][C:18]2[CH:23]=[CH:22][CH:21]=[CH:20][C:19]=2[CH3:24])=[CH:8][CH:9]=1. The catalyst is O. (3) The reactants are [NH2:1][C:2]1[CH:7]=[CH:6][C:5]([N:8]2[CH2:12][CH:11]3[CH2:13][C:14]4([CH2:19][CH:10]3[CH2:9]2)[O:18][CH2:17][CH2:16][O:15]4)=[C:4]([F:20])[CH:3]=1.C(=O)([O-])[O-].[Na+].[Na+].Cl[C:28]([O:30][CH2:31][C:32]1[CH:37]=[CH:36][CH:35]=[CH:34][CH:33]=1)=[O:29]. The catalyst is CC(C)=O. The product is [CH2:31]([O:30][C:28]([NH:1][C:2]1[CH:7]=[CH:6][C:5]([N:8]2[CH2:9][CH:10]3[CH2:19][C:14]4([CH2:13][CH:11]3[CH2:12]2)[O:15][CH2:16][CH2:17][O:18]4)=[C:4]([F:20])[CH:3]=1)=[O:29])[C:32]1[CH:37]=[CH:36][CH:35]=[CH:34][CH:33]=1. The yield is 0.780. (4) The reactants are C[O:2][C:3](=[O:39])[CH2:4][C:5]1[CH:10]=[CH:9][CH:8]=[C:7]([O:11][CH2:12][CH2:13][CH2:14][N:15]([CH2:25][CH:26]([C:33]2[CH:38]=[CH:37][CH:36]=[CH:35][CH:34]=2)[C:27]2[CH:32]=[CH:31][CH:30]=[CH:29][CH:28]=2)[CH2:16][C:17]2[CH:22]=[CH:21][CH:20]=[C:19]([F:23])[C:18]=2[F:24])[CH:6]=1.[OH-].[Na+]. The catalyst is CO. The product is [C:33]1([CH:26]([C:27]2[CH:28]=[CH:29][CH:30]=[CH:31][CH:32]=2)[CH2:25][N:15]([CH2:16][C:17]2[CH:22]=[CH:21][CH:20]=[C:19]([F:23])[C:18]=2[F:24])[CH2:14][CH2:13][CH2:12][O:11][C:7]2[CH:6]=[C:5]([CH2:4][C:3]([OH:39])=[O:2])[CH:10]=[CH:9][CH:8]=2)[CH:38]=[CH:37][CH:36]=[CH:35][CH:34]=1. The yield is 0.880. (5) The reactants are [C:1]([C:3]1[C:4]([C:20]([F:23])([F:22])[F:21])=[C:5]2[C:9](=[CH:10][CH:11]=1)[N:8]([CH2:12][C:13](=[NH:16])[NH:14][OH:15])[C:7]([CH2:17][CH2:18][CH3:19])=[CH:6]2)#[N:2].ClC1C=CC(SC)=CC=1C(O)=O.[CH3:36][N:37]([C:39](ON1N=NC2C=CC=NC1=2)=[N+](C)C)[CH3:38].F[P-](F)(F)(F)(F)F.C(N(CC)CC)C. The catalyst is CN(C=O)C. The product is [CH3:36][N:37]([CH3:39])[C:38]1[O:15][N:14]=[C:13]([CH2:12][N:8]2[C:9]3[C:5](=[C:4]([C:20]([F:22])([F:23])[F:21])[C:3]([C:1]#[N:2])=[CH:11][CH:10]=3)[CH:6]=[C:7]2[CH2:17][CH2:18][CH3:19])[N:16]=1. The yield is 0.420. (6) The reactants are [H-].[Na+].[NH:3]1[CH:7]=[CH:6][CH:5]=[N:4]1.[Br:8][C:9]1[CH:10]=[C:11](F)[C:12]([N+:16]([O-:18])=[O:17])=[C:13]([F:15])[CH:14]=1. The catalyst is C1COCC1. The product is [Br:8][C:9]1[CH:14]=[C:13]([F:15])[C:12]([N+:16]([O-:18])=[O:17])=[C:11]([N:3]2[CH:7]=[CH:6][CH:5]=[N:4]2)[CH:10]=1. The yield is 0.860. (7) The reactants are [CH3:1][C:2]1[CH:7]=[CH:6][C:5]([N:8](S(CCC)(=O)=O)[S:9]([CH2:12][CH2:13][CH3:14])(=[O:11])=[O:10])=[CH:4][C:3]=1[N+:21]([O-:23])=[O:22].C1COCC1.[OH-].[Na+]. The catalyst is CO. The product is [CH3:1][C:2]1[CH:7]=[CH:6][C:5]([NH:8][S:9]([CH2:12][CH2:13][CH3:14])(=[O:11])=[O:10])=[CH:4][C:3]=1[N+:21]([O-:23])=[O:22]. The yield is 0.940.